Dataset: Peptide-MHC class II binding affinity with 134,281 pairs from IEDB. Task: Regression. Given a peptide amino acid sequence and an MHC pseudo amino acid sequence, predict their binding affinity value. This is MHC class II binding data. The MHC is DRB1_0101 with pseudo-sequence DRB1_0101. The peptide sequence is GELEIVDKIDAAFKI. The binding affinity (normalized) is 0.569.